This data is from Full USPTO retrosynthesis dataset with 1.9M reactions from patents (1976-2016). The task is: Predict the reactants needed to synthesize the given product. (1) Given the product [C:15]1([C:35]2[CH:40]=[CH:39][CH:38]=[CH:37][CH:36]=2)[CH:16]=[CH:17][C:12]([CH2:11][C@H:10]([NH:26][C:27]([O:29][C:30]([CH3:33])([CH3:32])[CH3:31])=[O:28])[C:9]([O:8][CH3:7])=[O:34])=[CH:13][CH:14]=1, predict the reactants needed to synthesize it. The reactants are: C(=O)([O-])[O-].[K+].[K+].[CH3:7][O:8][C:9](=[O:34])[C@@H:10]([NH:26][C:27]([O:29][C:30]([CH3:33])([CH3:32])[CH3:31])=[O:28])[CH2:11][C:12]1[CH:17]=[CH:16][C:15](OS(C(F)(F)F)(=O)=O)=[CH:14][CH:13]=1.[C:35]1(B(O)O)[CH:40]=[CH:39][CH:38]=[CH:37][CH:36]=1.N#N. (2) Given the product [OH:10][C:7]([CH:8]1[CH2:9][CH:17]2[O:16][CH:20]1[CH:19]=[CH:18]2)([CH3:1])[CH3:6], predict the reactants needed to synthesize it. The reactants are: [CH3:1][Mg]Cl.C12[O:10][CH:7]([CH:8]=[CH:9]1)[CH2:6]C2C(Cl)=O.[Cl-].[NH4+].[O:16]1[CH2:20][CH2:19][CH2:18][CH2:17]1. (3) Given the product [CH2:23]([O:30][C@H:31]1[CH2:35][CH2:34][CH2:33][C@@H:32]1[NH:36][C:2]1[CH:9]=[C:8]([N:10]2[C:18]3[CH2:17][C:16]([CH3:20])([CH3:19])[CH2:15][C:14](=[O:21])[C:13]=3[C:12]([CH3:22])=[N:11]2)[CH:7]=[CH:6][C:3]=1[C:4]#[N:5])[C:24]1[CH:29]=[CH:28][CH:27]=[CH:26][CH:25]=1, predict the reactants needed to synthesize it. The reactants are: F[C:2]1[CH:9]=[C:8]([N:10]2[C:18]3[CH2:17][C:16]([CH3:20])([CH3:19])[CH2:15][C:14](=[O:21])[C:13]=3[C:12]([CH3:22])=[N:11]2)[CH:7]=[CH:6][C:3]=1[C:4]#[N:5].[CH2:23]([O:30][C@H:31]1[CH2:35][CH2:34][CH2:33][C@@H:32]1[NH2:36])[C:24]1[CH:29]=[CH:28][CH:27]=[CH:26][CH:25]=1.CCN(C(C)C)C(C)C. (4) Given the product [C:19]([O:18][C:16]([NH:15][C@H:10]([CH2:11][C:12]([N:26]([CH3:27])[CH3:25])=[O:13])[C:9]([OH:8])=[O:23])=[O:17])([CH3:22])([CH3:21])[CH3:20], predict the reactants needed to synthesize it. The reactants are: C([O:8][C:9](=[O:23])[C@H:10]([NH:15][C:16]([O:18][C:19]([CH3:22])([CH3:21])[CH3:20])=[O:17])[CH2:11][C:12](O)=[O:13])C1C=CC=CC=1.Cl.[CH3:25][NH:26][CH3:27].ON1C2C=CC=CC=2N=N1.Cl.CN(C)CCCN=C=NCC. (5) Given the product [CH3:1][NH:2][CH2:3][CH2:4][C@@H:5]([C:7]1[CH:15]=[CH:14][CH:9]=[CH:10][CH:11]=1)[OH:6], predict the reactants needed to synthesize it. The reactants are: [CH3:1][NH:2][CH2:3][CH2:4][C@@H:5]([C:7]1S[CH:9]=[CH:10][CH:11]=1)[OH:6].CN[CH2:14][CH2:15]C(C1SC=CC=1)=O. (6) Given the product [N+:1]([C:4]1[CH:5]=[C:6]([CH:11]=[C:12]([C:14]([F:17])([F:16])[F:15])[CH:13]=1)[C:7]([NH:19][NH2:20])=[O:8])([O-:3])=[O:2], predict the reactants needed to synthesize it. The reactants are: [N+:1]([C:4]1[CH:5]=[C:6]([CH:11]=[C:12]([C:14]([F:17])([F:16])[F:15])[CH:13]=1)[C:7](OC)=[O:8])([O-:3])=[O:2].O.[NH2:19][NH2:20]. (7) Given the product [C:1]([O:5][C:6](=[O:17])[NH:7][C@H:8]([C:10]1[CH:15]=[CH:14][CH:13]=[C:12]([O:18][C:19]2[CH:24]=[N:23][C:22]([CH3:25])=[CH:21][CH:20]=2)[CH:11]=1)[CH3:9])([CH3:4])([CH3:3])[CH3:2], predict the reactants needed to synthesize it. The reactants are: [C:1]([O:5][C:6](=[O:17])[NH:7][C@H:8]([C:10]1[CH:15]=[CH:14][CH:13]=[C:12](Br)[CH:11]=1)[CH3:9])([CH3:4])([CH3:3])[CH3:2].[OH:18][C:19]1[CH:20]=[CH:21][C:22]([CH3:25])=[N:23][CH:24]=1.C(=O)([O-])[O-].[K+].[K+].N1C=CC=CC=1. (8) Given the product [CH3:27][O:28][C:29]1[CH:34]=[CH:33][C:32]([C:4]([C:6]2[N:7]=[C:8]([C:18]3[CH:23]=[CH:22][CH:21]=[CH:20][C:19]=3[O:24][CH3:25])[N:9]([C:11]3[CH:12]=[CH:13][C:14]([CH3:17])=[CH:15][CH:16]=3)[CH:10]=2)=[O:5])=[CH:31][CH:30]=1, predict the reactants needed to synthesize it. The reactants are: CON(C)[C:4]([C:6]1[N:7]=[C:8]([C:18]2[CH:23]=[CH:22][CH:21]=[CH:20][C:19]=2[O:24][CH3:25])[N:9]([C:11]2[CH:16]=[CH:15][C:14]([CH3:17])=[CH:13][CH:12]=2)[CH:10]=1)=[O:5].[CH3:27][O:28][C:29]1[CH:34]=[CH:33][C:32]([Mg]Br)=[CH:31][CH:30]=1.